From a dataset of Forward reaction prediction with 1.9M reactions from USPTO patents (1976-2016). Predict the product of the given reaction. (1) Given the reactants [NH2:1][C:2]1[S:3][C:4]([CH3:10])=[CH:5][C:6]=1[C:7]([NH2:9])=[O:8].[CH2:11](C(CC)(CC)C([O-])([O-])[O-])[CH3:12], predict the reaction product. The product is: [CH3:11][C:12]1[NH:9][C:7](=[O:8])[C:6]2[CH:5]=[C:4]([CH3:10])[S:3][C:2]=2[N:1]=1. (2) Given the reactants [CH:1]1([Mg]Br)[CH2:5][CH2:4][CH2:3][CH2:2]1.Br[C:9]1[CH:14]=[CH:13][C:12]([N:15]2[CH:20]=[CH:19][C:18]3[O:21][C:22]([C:24]4[CH:29]=[CH:28][C:27]([Cl:30])=[CH:26][CH:25]=4)=[CH:23][C:17]=3[C:16]2=[O:31])=[CH:11][C:10]=1[O:32][CH3:33].[Cl-].[NH4+], predict the reaction product. The product is: [Cl:30][C:27]1[CH:26]=[CH:25][C:24]([C:22]2[O:21][C:18]3[CH:19]=[CH:20][N:15]([C:12]4[CH:13]=[CH:14][C:9]([CH:1]5[CH2:5][CH2:4][CH2:3][CH2:2]5)=[C:10]([O:32][CH3:33])[CH:11]=4)[C:16](=[O:31])[C:17]=3[CH:23]=2)=[CH:29][CH:28]=1.